This data is from Full USPTO retrosynthesis dataset with 1.9M reactions from patents (1976-2016). The task is: Predict the reactants needed to synthesize the given product. (1) Given the product [C:15]1([C:21]2[C:22]([C:23]([O:25][CH2:26][CH3:27])=[O:24])=[C:4]3[CH:5]=[CH:6][CH:7]=[CH:8][N:3]3[N:2]=2)[CH:20]=[CH:19][CH:18]=[CH:17][CH:16]=1, predict the reactants needed to synthesize it. The reactants are: [I-].[NH2:2][N+:3]1[CH:8]=[CH:7][CH:6]=[CH:5][CH:4]=1.C([O-])([O-])=O.[K+].[K+].[C:15]1([C:21]#[C:22][C:23]([O:25][CH2:26][CH3:27])=[O:24])[CH:20]=[CH:19][CH:18]=[CH:17][CH:16]=1.O. (2) Given the product [Cl:35][C:34]1[C:33]([O:36][CH2:37][C@@H:38]2[CH2:43][O:42][CH2:41][CH2:40][N:39]2[CH2:44][C:45]2[CH:50]=[CH:49][C:48]([O:51][CH3:52])=[CH:47][C:46]=2[O:53][CH3:54])=[CH:32][C:29]([C:30]#[N:31])=[CH:28][C:27]=1[NH:26][C:2]1[N:7]=[C:6]([N:8]([CH:18]2[CH2:19][CH2:20]2)[CH2:9][C:10]2[CH:11]=[CH:12][C:13]([O:16][CH3:17])=[CH:14][CH:15]=2)[C:5]2=[N:21][CH:22]=[C:23]([C:24]#[N:25])[N:4]2[N:3]=1, predict the reactants needed to synthesize it. The reactants are: Cl[C:2]1[N:7]=[C:6]([N:8]([CH:18]2[CH2:20][CH2:19]2)[CH2:9][C:10]2[CH:15]=[CH:14][C:13]([O:16][CH3:17])=[CH:12][CH:11]=2)[C:5]2=[N:21][CH:22]=[C:23]([C:24]#[N:25])[N:4]2[N:3]=1.[NH2:26][C:27]1[CH:28]=[C:29]([CH:32]=[C:33]([O:36][CH2:37][C@@H:38]2[CH2:43][O:42][CH2:41][CH2:40][N:39]2[CH2:44][C:45]2[CH:50]=[CH:49][C:48]([O:51][CH3:52])=[CH:47][C:46]=2[O:53][CH3:54])[C:34]=1[Cl:35])[C:30]#[N:31].CC1(C)C2C(=C(P(C3C=CC=CC=3)C3C=CC=CC=3)C=CC=2)OC2C(P(C3C=CC=CC=3)C3C=CC=CC=3)=CC=CC1=2.C(=O)([O-])[O-].[Cs+].[Cs+]. (3) The reactants are: C(Cl)(C(Cl)=O)=O.CS(C)=O.[Si:11]([O:18][CH2:19][CH2:20][OH:21])([C:14]([CH3:17])([CH3:16])[CH3:15])([CH3:13])[CH3:12].CCN(CC)CC.Cl. Given the product [Si:11]([O:18][CH2:19][CH:20]=[O:21])([C:14]([CH3:17])([CH3:16])[CH3:15])([CH3:13])[CH3:12], predict the reactants needed to synthesize it.